This data is from Forward reaction prediction with 1.9M reactions from USPTO patents (1976-2016). The task is: Predict the product of the given reaction. The product is: [CH3:9][O:8][C:5]1[CH:6]=[CH:7][C:2]2[N:13]=[C:14]3[CH2:15][CH2:16][CH2:17][N:10]3[C:3]=2[CH:4]=1. Given the reactants I[C:2]1[CH:7]=[CH:6][C:5]([O:8][CH3:9])=[CH:4][C:3]=1[N+:10]([O-])=O.[NH:13]1[CH2:17][CH2:16][CH2:15][C:14]1=O, predict the reaction product.